Dataset: Reaction yield outcomes from USPTO patents with 853,638 reactions. Task: Predict the reaction yield, written as a fraction of the theoretical maximum amount of product (1.0 means a 100% yield; for example, 0.34 means a 34% yield). (1) The reactants are [Cl-].[NH4+].O.[Cl:4][C:5]1[C:10]([C:11]([F:14])([F:13])[F:12])=[CH:9][C:8]([N+:15]([O-])=O)=[CH:7][N:6]=1. The catalyst is CO. The product is [Cl:4][C:5]1[N:6]=[CH:7][C:8]([NH2:15])=[CH:9][C:10]=1[C:11]([F:14])([F:12])[F:13]. The yield is 0.650. (2) The reactants are [NH2:1][C:2]1[CH:7]=[CH:6][CH:5]=[CH:4][N:3]=1.CCN=C=NCCCN(C)C.Cl.[Cl:20][C:21]([F:26])([F:25])[C:22](O)=[O:23]. The catalyst is ClCCl.CN(C1C=CN=CC=1)C. The product is [Cl:20][C:21]([F:26])([F:25])[C:22]([N:1]=[C:2]1[CH:7]=[CH:6][CH:5]=[CH:4][NH:3]1)=[O:23]. The yield is 0.240. (3) The reactants are F[C:2]1[CH:7]=[C:6]([O:8][CH3:9])[CH:5]=[CH:4][C:3]=1[C:10]1[NH:19][C:18](=[O:20])[C:17]2[C:12](=[CH:13][C:14]([O:23][CH3:24])=[CH:15][C:16]=2[O:21][CH3:22])[N:11]=1.[N:25]1([CH2:31][CH2:32][NH2:33])[CH2:30][CH2:29][CH2:28][CH2:27][CH2:26]1.C[Si]([N-][Si](C)(C)C)(C)C.[Li+]. The catalyst is C1COCC1.O. The product is [CH3:22][O:21][C:16]1[CH:15]=[C:14]([O:23][CH3:24])[CH:13]=[C:12]2[C:17]=1[C:18](=[O:20])[NH:19][C:10]([C:3]1[CH:4]=[CH:5][C:6]([O:8][CH3:9])=[CH:7][C:2]=1[NH:33][CH2:32][CH2:31][N:25]1[CH2:30][CH2:29][CH2:28][CH2:27][CH2:26]1)=[N:11]2. The yield is 0.240. (4) The reactants are [C:1]([N:5]1[CH:9]=[CH:8][C:7]([CH:10]=[O:11])=[CH:6]1)([CH3:4])([CH3:3])[CH3:2].[O-:12][Mn](=O)(=O)=O.[K+].OS([O-])=O.[Na+]. The catalyst is CC(C)=O.CC(C)=O.O. The product is [C:1]([N:5]1[CH:9]=[CH:8][C:7]([C:10]([OH:12])=[O:11])=[CH:6]1)([CH3:4])([CH3:3])[CH3:2]. The yield is 0.720. (5) The yield is 0.170. The product is [C:1]([O:5][C:6]([NH:8][C@H:9]([C:13]1[CH:18]=[CH:17][CH:16]=[CH:15][CH:14]=1)[C:10]([O:12][C@@H:21]1[CH:22]2[CH2:25][CH2:26][N:19]([CH2:24][CH2:23]2)[CH2:20]1)=[O:11])=[O:7])([CH3:4])([CH3:2])[CH3:3]. The reactants are [C:1]([O:5][C:6]([NH:8][C@H:9]([C:13]1[CH:18]=[CH:17][CH:16]=[CH:15][CH:14]=1)[C:10]([OH:12])=[O:11])=[O:7])([CH3:4])([CH3:3])[CH3:2].[N:19]12[CH2:26][CH2:25][CH:22]([CH2:23][CH2:24]1)[C@@H:21](O)[CH2:20]2.C1(N=C=NC2CCCCC2)CCCCC1.O.ON1C2C=CC=CC=2N=N1. The catalyst is O1CCCC1. (6) The reactants are [CH2:1]([CH2:15][C:16]([NH:18][CH:19]([OH:23])[CH2:20][CH2:21]O)=[S:17])[CH2:2][CH2:3][CH2:4][CH2:5][CH2:6][CH2:7][CH2:8][CH2:9][CH2:10][CH2:11][CH2:12][CH2:13][CH3:14].CN([C:27]1[CH:32]=[CH:31][CH:30]=[CH:29]N=1)C.[CH2:33](CC(O)=S)[CH2:34][CH2:35][CH2:36][CH2:37][CH2:38][CH2:39][CH2:40][CH2:41][CH2:42][CH2:43][CH2:44][CH2:45][CH3:46]. The catalyst is ClCCl. The product is [CH2:1]([CH2:15][C:16]([NH:18][C:19]([O:23][C:16](=[S:17])[CH3:15])([CH2:46][CH2:45][CH2:44][CH2:43][CH2:42][CH2:41][CH2:40][CH2:39][CH2:38][CH2:37][CH2:36][CH2:35][CH2:34][CH3:33])[CH2:20][CH2:21][CH2:27][CH2:32][CH2:31][CH2:30][CH2:29][CH2:1][CH2:2][CH2:3][CH2:4][CH2:5][CH2:6][CH2:7][CH2:8][CH3:9])=[S:17])[CH2:2][CH2:3][CH2:4][CH2:5][CH2:6][CH2:7][CH2:8][CH2:9][CH2:10][CH2:11][CH2:12][CH2:13][CH3:14]. The yield is 0.660.